Dataset: Full USPTO retrosynthesis dataset with 1.9M reactions from patents (1976-2016). Task: Predict the reactants needed to synthesize the given product. (1) The reactants are: [Br:1][C:2]1[CH:7]=[CH:6][C:5]([NH:8][C:9]2[C:18]3[C:13](=[CH:14][C:15]([O:20][CH3:21])=[C:16]([OH:19])[CH:17]=3)[N:12]=[CH:11][N:10]=2)=[C:4]([F:22])[CH:3]=1.C([O-])([O-])=O.[K+].[K+].Br[CH2:30][CH2:31][CH2:32][Cl:33].O. Given the product [Br:1][C:2]1[CH:7]=[CH:6][C:5]([NH:8][C:9]2[C:18]3[C:13](=[CH:14][C:15]([O:20][CH3:21])=[C:16]([O:19][CH2:30][CH2:31][CH2:32][Cl:33])[CH:17]=3)[N:12]=[CH:11][N:10]=2)=[C:4]([F:22])[CH:3]=1, predict the reactants needed to synthesize it. (2) Given the product [Cl:38][C:18]([C:15]1[CH:16]=[C:17]2[C:12](=[CH:13][CH:14]=1)[N:11]([CH3:34])[C:10](=[O:35])[CH:9]=[C:8]2[C:4]1[CH:5]=[CH:6][CH:7]=[C:2]([Cl:1])[CH:3]=1)([C:27]1[N:31]([CH3:32])[CH:30]=[N:29][CH:28]=1)[C:19]1[CH:20]=[CH:21][C:22]([C:23]#[N:24])=[CH:25][CH:26]=1, predict the reactants needed to synthesize it. The reactants are: [Cl:1][C:2]1[CH:3]=[C:4]([C:8]2[C:17]3[C:12](=[CH:13][CH:14]=[C:15]([C:18](O)([C:27]4[N:31]([CH3:32])[CH:30]=[N:29][CH:28]=4)[C:19]4[CH:26]=[CH:25][C:22]([C:23]#[N:24])=[CH:21][CH:20]=4)[CH:16]=3)[N:11]([CH3:34])[C:10](=[O:35])[CH:9]=2)[CH:5]=[CH:6][CH:7]=1.S(Cl)([Cl:38])=O. (3) Given the product [C:14]([O:18][C:19]([N:21]1[CH2:22][CH2:23][N:24]([CH2:27][CH:28]([OH:29])[CH2:30][N:12]2[C:11]3[CH:10]=[CH:9][CH:8]=[CH:7][C:6]=3[C:5]3[C:13]2=[CH:1][CH:2]=[CH:3][CH:4]=3)[CH2:25][CH2:26]1)=[O:20])([CH3:17])([CH3:16])[CH3:15], predict the reactants needed to synthesize it. The reactants are: [CH:1]1[C:13]2[NH:12][C:11]3[C:6](=[CH:7][CH:8]=[CH:9][CH:10]=3)[C:5]=2[CH:4]=[CH:3][CH:2]=1.[C:14]([O:18][C:19]([N:21]1[CH2:26][CH2:25][N:24]([CH2:27][CH:28]2[CH2:30][O:29]2)[CH2:23][CH2:22]1)=[O:20])([CH3:17])([CH3:16])[CH3:15].